The task is: Predict the product of the given reaction.. This data is from Forward reaction prediction with 1.9M reactions from USPTO patents (1976-2016). (1) Given the reactants [O:1]=[C:2]1[C:10]2[C:5](=[CH:6][CH:7]=[C:8]([CH2:11][N:12]3[CH2:17][CH2:16][N:15](C(OC(C)(C)C)=O)[CH2:14][CH2:13]3)[CH:9]=2)[CH2:4][CH2:3]1.C([O-])([O-])=O.[K+].[K+], predict the reaction product. The product is: [N:12]1([CH2:11][C:8]2[CH:9]=[C:10]3[C:5]([CH2:4][CH2:3][C:2]3=[O:1])=[CH:6][CH:7]=2)[CH2:17][CH2:16][NH:15][CH2:14][CH2:13]1. (2) Given the reactants [F:1][C:2]([F:34])([F:33])[C:3]1[CH:4]=[C:5]([CH2:13][CH:14]([NH:19][C:20]2[C:25]([C:26]([O:28][CH2:29][CH3:30])=[O:27])=[CH:24][N:23]=[C:22]([S:31][CH3:32])[N:21]=2)[C:15]([O:17][CH3:18])=[O:16])[CH:6]=[C:7]([C:9]([F:12])([F:11])[F:10])[CH:8]=1.ClC1C=CC=C(C(OO)=[O:43])C=1, predict the reaction product. The product is: [F:34][C:2]([F:1])([F:33])[C:3]1[CH:4]=[C:5]([CH2:13][CH:14]([NH:19][C:20]2[C:25]([C:26]([O:28][CH2:29][CH3:30])=[O:27])=[CH:24][N:23]=[C:22]([S:31]([CH3:32])=[O:43])[N:21]=2)[C:15]([O:17][CH3:18])=[O:16])[CH:6]=[C:7]([C:9]([F:10])([F:11])[F:12])[CH:8]=1. (3) Given the reactants [F:1][C:2]1[CH:7]=[CH:6][CH:5]=[CH:4][C:3]=1[N:8]1[C:12](=[O:13])[CH2:11][C:10]([C:14]2[CH:19]=[CH:18][CH:17]=[CH:16][C:15]=2[F:20])=[N:9]1.CO[CH:23](OC)[N:24]([CH3:26])[CH3:25], predict the reaction product. The product is: [CH3:23][N:24](/[CH:26]=[C:11]1\[C:12](=[O:13])[N:8]([C:3]2[CH:4]=[CH:5][CH:6]=[CH:7][C:2]=2[F:1])[N:9]=[C:10]\1[C:14]1[CH:19]=[CH:18][CH:17]=[CH:16][C:15]=1[F:20])[CH3:25]. (4) Given the reactants [N:1]1[C:10]2[C:5](=[CH:6][CH:7]=[CH:8][CH:9]=2)[N:4]=[CH:3][C:2]=1[CH2:11]P(=O)(OCC)OCC.CC(C)([O-])C.[K+].O=[C:27]1[CH2:31][CH2:30][CH2:29][CH:28]1[NH:32][C:33](=[O:39])[O:34][C:35]([CH3:38])([CH3:37])[CH3:36], predict the reaction product. The product is: [N:1]1[C:10]2[C:5](=[CH:6][CH:7]=[CH:8][CH:9]=2)[N:4]=[CH:3][C:2]=1/[CH:11]=[C:27]1/[CH:28]([NH:32][C:33](=[O:39])[O:34][C:35]([CH3:37])([CH3:36])[CH3:38])[CH2:29][CH2:30][CH2:31]/1. (5) The product is: [C:14]1([C:20]2[CH:21]=[CH:22][C:23]3[N:24]([C:39]4[CH:40]=[C:41]([NH:42][C:11]5[CH:12]=[CH:13][C:8]([C:5]6[CH:6]=[CH:7][CH:2]=[CH:3][CH:4]=6)=[CH:9][CH:10]=5)[CH:43]=[CH:44][CH:45]=4)[C:25]4[C:30]([C:31]=3[CH:32]=2)=[CH:29][C:28]([C:33]2[CH:38]=[CH:37][CH:36]=[CH:35][CH:34]=2)=[CH:27][CH:26]=4)[CH:15]=[CH:16][CH:17]=[CH:18][CH:19]=1. Given the reactants Br[C:2]1[CH:7]=[CH:6][C:5]([C:8]2[CH:13]=[CH:12][CH:11]=[CH:10][CH:9]=2)=[CH:4][CH:3]=1.[C:14]1([C:20]2[CH:21]=[CH:22][C:23]3[N:24]([C:39]4[CH:40]=[C:41]([CH:43]=[CH:44][CH:45]=4)[NH2:42])[C:25]4[C:30]([C:31]=3[CH:32]=2)=[CH:29][C:28]([C:33]2[CH:38]=[CH:37][CH:36]=[CH:35][CH:34]=2)=[CH:27][CH:26]=4)[CH:19]=[CH:18][CH:17]=[CH:16][CH:15]=1.C(P(C(C)(C)C)C(C)(C)C)(C)(C)C.CC(C)([O-])C.[Na+], predict the reaction product. (6) Given the reactants C1CCC(N=C=NC2CCCCC2)CC1.C(Cl)Cl.[Br:19][C:20]1[CH:28]=[CH:27][CH:26]=[CH:25][C:21]=1[C:22]([OH:24])=[O:23].[C:29](O)([CH3:32])([CH3:31])[CH3:30], predict the reaction product. The product is: [C:29]([O:23][C:22](=[O:24])[C:21]1[CH:25]=[CH:26][CH:27]=[CH:28][C:20]=1[Br:19])([CH3:32])([CH3:31])[CH3:30]. (7) Given the reactants Br[C:2]([C:4]1[CH:9]=[CH:8][C:7]([O:10][CH3:11])=[C:6]([O:12][CH3:13])[CH:5]=1)=[CH2:3].[Li]C(C)(C)C.[CH:19]([CH:21]=[CH2:22])=[O:20], predict the reaction product. The product is: [CH3:13][O:12][C:6]1[CH:5]=[C:4]([C:2]([CH:19]([OH:20])[CH:21]=[CH2:22])=[CH2:3])[CH:9]=[CH:8][C:7]=1[O:10][CH3:11]. (8) Given the reactants [Cl:1][C:2]1[CH:7]=[CH:6][CH:5]=[CH:4][C:3]=1[CH:8]([O:10][C:11](=[O:26])[NH:12][C:13]1[C:14]([CH3:25])=[N:15][O:16][C:17]=1[C:18]1[CH:23]=[CH:22][C:21](Br)=[CH:20][CH:19]=1)[CH3:9].[CH2:27]([O:29][C:30](=[O:49])[CH2:31][C:32]1[CH:37]=[CH:36][C:35]([O:38][CH3:39])=[C:34](B2OC(C)(C)C(C)(C)O2)[CH:33]=1)[CH3:28].C(=O)([O-])[O-].[K+].[K+].O, predict the reaction product. The product is: [CH2:27]([O:29][C:30](=[O:49])[CH2:31][C:32]1[CH:33]=[C:34]([C:21]2[CH:22]=[CH:23][C:18]([C:17]3[O:16][N:15]=[C:14]([CH3:25])[C:13]=3[NH:12][C:11]([O:10][CH:8]([C:3]3[CH:4]=[CH:5][CH:6]=[CH:7][C:2]=3[Cl:1])[CH3:9])=[O:26])=[CH:19][CH:20]=2)[C:35]([O:38][CH3:39])=[CH:36][CH:37]=1)[CH3:28]. (9) Given the reactants [CH2:1]([N:4]1[C:8]2[CH:9]=[C:10]([C:26]([O:28][CH3:29])=[O:27])[C:11]3[C:12](=O)[CH2:13][C:14]4([NH:23][C:24]=3[C:7]=2[N:6]=[C:5]1[CH3:30])[CH2:22][C:21]1[C:16](=[CH:17][CH:18]=[CH:19][CH:20]=1)[CH2:15]4)[CH:2]=[CH2:3].C([SiH](CC)CC)C, predict the reaction product. The product is: [CH2:1]([N:4]1[C:8]2[CH:9]=[C:10]([C:26]([O:28][CH3:29])=[O:27])[C:11]3[CH2:12][CH2:13][C:14]4([NH:23][C:24]=3[C:7]=2[N:6]=[C:5]1[CH3:30])[CH2:22][C:21]1[C:16](=[CH:17][CH:18]=[CH:19][CH:20]=1)[CH2:15]4)[CH:2]=[CH2:3]. (10) The product is: [N:1]1[CH:6]=[CH:5][CH:4]=[CH:3][C:2]=1[CH2:7][NH:8][S:9]([C:12]1[CH:17]=[CH:16][C:15]([C:24]2[CH:25]=[CH:26][C:21]([O:20][CH3:19])=[CH:22][CH:23]=2)=[CH:14][N:13]=1)(=[O:11])=[O:10]. Given the reactants [N:1]1[CH:6]=[CH:5][CH:4]=[CH:3][C:2]=1[CH2:7][NH:8][S:9]([C:12]1[CH:17]=[CH:16][C:15](Br)=[CH:14][N:13]=1)(=[O:11])=[O:10].[CH3:19][O:20][C:21]1[CH:26]=[CH:25][C:24](B(O)O)=[CH:23][CH:22]=1.C(N(CC)CC)C, predict the reaction product.